Dataset: Catalyst prediction with 721,799 reactions and 888 catalyst types from USPTO. Task: Predict which catalyst facilitates the given reaction. (1) Reactant: [NH:1]1[C:9]2[C:4](=[CH:5][CH:6]=[CH:7][CH:8]=2)[CH2:3][C:2]1=[O:10].C[Si](C)(C)N[Si](C)(C)C.[Na].[NH2:21][C:22]1[CH:23]=[C:24]2[C:29](=[CH:30][CH:31]=1)[C:27](=O)[O:26][CH2:25]2.Cl.C([O-])(O)=O.[Na+]. Product: [NH2:21][C:22]1[CH:23]=[C:24]2[C:29](=[CH:30][CH:31]=1)[C:27](=[C:3]1[C:4]3[C:9](=[CH:8][CH:7]=[CH:6][CH:5]=3)[NH:1][C:2]1=[O:10])[O:26][CH2:25]2. The catalyst class is: 3. (2) Reactant: [F:1][C:2]1[CH:8]=[C:7]([CH3:9])[CH:6]=[CH:5][C:3]=1[NH2:4].Cl[C:11]1[C:20]2[C:19](=[O:21])[NH:18][N:17]=[C:16]([CH3:22])[C:15]=2[N:14]([CH3:23])[C:13](=[O:24])[C:12]=1[CH3:25].C[Si]([N-][Si](C)(C)C)(C)C.[Li+]. Product: [F:1][C:2]1[CH:8]=[C:7]([CH3:9])[CH:6]=[CH:5][C:3]=1[NH:4][C:11]1[C:20]2[C:19](=[O:21])[NH:18][N:17]=[C:16]([CH3:22])[C:15]=2[N:14]([CH3:23])[C:13](=[O:24])[C:12]=1[CH3:25]. The catalyst class is: 1.